Dataset: Catalyst prediction with 721,799 reactions and 888 catalyst types from USPTO. Task: Predict which catalyst facilitates the given reaction. (1) Reactant: [CH:1]1([NH:4][C:5](=[O:39])[C:6]2[CH:11]=[CH:10][C:9]([C:12]3[N:16]4[CH:17]=[C:18]([O:28][C:29]5[CH:34]=[CH:33][C:32]([O:35]C)=[C:31]([F:37])[CH:30]=5)[CH:19]=[C:20]([NH:21][CH2:22][CH2:23][C:24]([F:27])([F:26])[F:25])[C:15]4=[N:14][CH:13]=3)=[CH:8][C:7]=2[CH3:38])[CH2:3][CH2:2]1.B(Br)(Br)Br.CO. Product: [CH:1]1([NH:4][C:5](=[O:39])[C:6]2[CH:11]=[CH:10][C:9]([C:12]3[N:16]4[CH:17]=[C:18]([O:28][C:29]5[CH:34]=[CH:33][C:32]([OH:35])=[C:31]([F:37])[CH:30]=5)[CH:19]=[C:20]([NH:21][CH2:22][CH2:23][C:24]([F:26])([F:27])[F:25])[C:15]4=[N:14][CH:13]=3)=[CH:8][C:7]=2[CH3:38])[CH2:2][CH2:3]1. The catalyst class is: 4. (2) Reactant: [NH2:1][C:2]1[CH:3]=[C:4]([NH:8][C:9]2[C:14]([Cl:15])=[CH:13][N:12]=[C:11]([NH:16][C:17]3[CH:18]=[N:19][N:20]([CH3:22])[CH:21]=3)[N:10]=2)[CH:5]=[CH:6][CH:7]=1.[C:23]1(=[O:29])[O:28][C:26](=[O:27])[CH:25]=[CH:24]1. Product: [Cl:15][C:14]1[C:9]([NH:8][C:4]2[CH:3]=[C:2]([NH:1][C:23](=[O:29])/[CH:24]=[CH:25]/[C:26]([OH:28])=[O:27])[CH:7]=[CH:6][CH:5]=2)=[N:10][C:11]([NH:16][C:17]2[CH:18]=[N:19][N:20]([CH3:22])[CH:21]=2)=[N:12][CH:13]=1. The catalyst class is: 3.